This data is from NCI-60 drug combinations with 297,098 pairs across 59 cell lines. The task is: Regression. Given two drug SMILES strings and cell line genomic features, predict the synergy score measuring deviation from expected non-interaction effect. (1) Drug 1: CC1=C(C(CCC1)(C)C)C=CC(=CC=CC(=CC(=O)O)C)C. Drug 2: CCCCC(=O)OCC(=O)C1(CC(C2=C(C1)C(=C3C(=C2O)C(=O)C4=C(C3=O)C=CC=C4OC)O)OC5CC(C(C(O5)C)O)NC(=O)C(F)(F)F)O. Cell line: TK-10. Synergy scores: CSS=39.4, Synergy_ZIP=-0.640, Synergy_Bliss=-1.15, Synergy_Loewe=-6.99, Synergy_HSA=-0.0133. (2) Drug 1: C1=CC(=CC=C1C#N)C(C2=CC=C(C=C2)C#N)N3C=NC=N3. Drug 2: CC(C)(C#N)C1=CC(=CC(=C1)CN2C=NC=N2)C(C)(C)C#N. Cell line: HT29. Synergy scores: CSS=2.75, Synergy_ZIP=-1.89, Synergy_Bliss=-5.47, Synergy_Loewe=0.262, Synergy_HSA=-4.35. (3) Drug 1: C1CC(=O)NC(=O)C1N2C(=O)C3=CC=CC=C3C2=O. Drug 2: C1CN(P(=O)(OC1)NCCCl)CCCl. Cell line: OVCAR-5. Synergy scores: CSS=-1.33, Synergy_ZIP=2.28, Synergy_Bliss=3.39, Synergy_Loewe=1.19, Synergy_HSA=0.930. (4) Drug 1: C1CC(=O)NC(=O)C1N2CC3=C(C2=O)C=CC=C3N. Drug 2: C1=CC(=CC=C1CCCC(=O)O)N(CCCl)CCCl. Cell line: SW-620. Synergy scores: CSS=9.95, Synergy_ZIP=-12.5, Synergy_Bliss=-9.50, Synergy_Loewe=-17.9, Synergy_HSA=-7.09. (5) Drug 2: C(CN)CNCCSP(=O)(O)O. Cell line: K-562. Synergy scores: CSS=0.00650, Synergy_ZIP=6.01, Synergy_Bliss=11.2, Synergy_Loewe=-2.07, Synergy_HSA=1.11. Drug 1: CS(=O)(=O)OCCCCOS(=O)(=O)C.